From a dataset of Full USPTO retrosynthesis dataset with 1.9M reactions from patents (1976-2016). Predict the reactants needed to synthesize the given product. (1) Given the product [CH2:2]([O:9][C:10]1[CH:15]=[CH:14][C:13]([NH:16][C:17]2[C:26]3[C:21](=[CH:22][C:23]([F:34])=[C:24]([C:27]4[O:31][C:30]([CH2:32][NH:50][CH2:49][CH2:48][S:45]([CH3:44])(=[O:47])=[O:46])=[CH:29][CH:28]=4)[CH:25]=3)[N:20]=[CH:19][N:18]=2)=[CH:12][CH:11]=1)[C:3]1[CH:4]=[CH:5][CH:6]=[CH:7][CH:8]=1, predict the reactants needed to synthesize it. The reactants are: Cl.[CH2:2]([O:9][C:10]1[CH:15]=[CH:14][C:13]([NH:16][C:17]2[C:26]3[C:21](=[CH:22][C:23]([F:34])=[C:24]([C:27]4[O:31][C:30]([CH:32]=O)=[CH:29][CH:28]=4)[CH:25]=3)[N:20]=[CH:19][N:18]=2)=[CH:12][CH:11]=1)[C:3]1[CH:8]=[CH:7][CH:6]=[CH:5][CH:4]=1.C(N(C(C)C)CC)(C)C.[CH3:44][S:45]([CH2:48][CH2:49][NH2:50])(=[O:47])=[O:46].C(O[BH-](OC(=O)C)OC(=O)C)(=O)C.[Na+]. (2) Given the product [F:13][C:14]1([F:21])[CH2:19][CH2:18][C:17]([O:20][Si:23]([CH3:26])([CH3:25])[CH3:24])=[CH:16][CH2:15]1, predict the reactants needed to synthesize it. The reactants are: C(NC(C)C)(C)C.C([Li])CCC.[F:13][C:14]1([F:21])[CH2:19][CH2:18][C:17](=[O:20])[CH2:16][CH2:15]1.Cl[Si:23]([CH3:26])([CH3:25])[CH3:24].C(N(CC)CC)C.C(=O)([O-])O.[Na+]. (3) Given the product [F:22][C:23]1[CH:30]=[CH:29][C:26]([CH2:27][N:6]2[C@H:5]([CH3:8])[CH2:4][N:3]([C@H:9]([C:17]3[CH:21]=[CH:20][S:19][CH:18]=3)[C:10]3[CH:11]=[C:12]([OH:16])[CH:13]=[CH:14][CH:15]=3)[C@@H:2]([CH3:1])[CH2:7]2)=[CH:25][CH:24]=1, predict the reactants needed to synthesize it. The reactants are: [CH3:1][C@H:2]1[CH2:7][NH:6][C@H:5]([CH3:8])[CH2:4][N:3]1[C@H:9]([C:17]1[CH:21]=[CH:20][S:19][CH:18]=1)[C:10]1[CH:11]=[C:12]([OH:16])[CH:13]=[CH:14][CH:15]=1.[F:22][C:23]1[CH:30]=[CH:29][C:26]([CH:27]=O)=[CH:25][CH:24]=1.C(O[BH-](OC(=O)C)OC(=O)C)(=O)C.[Na+].FC1C=CC(CO)=CC=1. (4) The reactants are: [Cl:1][C:2]1[CH:10]=[C:9]2[C:5]([CH2:6][C:7](=[O:11])[NH:8]2)=[CH:4][CH:3]=1.[Cl:12][C:13]1[CH:14]=[CH:15][C:16]([F:21])=[C:17]([CH:20]=1)[CH:18]=O. Given the product [Cl:1][C:2]1[CH:10]=[C:9]2[C:5]([C:6](=[CH:18][C:17]3[CH:20]=[C:13]([Cl:12])[CH:14]=[CH:15][C:16]=3[F:21])[C:7](=[O:11])[NH:8]2)=[CH:4][CH:3]=1, predict the reactants needed to synthesize it. (5) Given the product [C:12]1([C:7]2[CH:6]=[CH:5][S:4][C:3]=2[CH:1]=[O:2])[CH:17]=[CH:16][CH:15]=[CH:14][CH:13]=1, predict the reactants needed to synthesize it. The reactants are: [CH:1]([C:3]1[S:4][CH:5]=[CH:6][C:7]=1B(O)O)=[O:2].Br[C:12]1[CH:17]=[CH:16][CH:15]=[CH:14][CH:13]=1.C([O-])([O-])=O.[Na+].[Na+].